From a dataset of Catalyst prediction with 721,799 reactions and 888 catalyst types from USPTO. Predict which catalyst facilitates the given reaction. (1) Reactant: [F:1][C:2]([F:35])([F:34])[C:3]1[CH:29]=[C:28]([C:30]([F:33])([F:32])[F:31])[CH:27]=[CH:26][C:4]=1[CH2:5][N:6]1[CH2:11][CH2:10][CH:9](/[CH:12]=[C:13]2/[C:14]([NH:19][CH2:20][CH2:21][O:22][CH2:23][CH2:24][OH:25])=[N:15][C:16](=[O:18])[S:17]/2)[CH2:8][CH2:7]1.O.[S:37]([C:41]1[CH:47]=[CH:46][C:44](C)=[CH:43][CH:42]=1)([OH:40])(=[O:39])=[O:38]. Product: [C:3]1([CH3:2])[C:4]([S:37]([OH:40])(=[O:39])=[O:38])=[CH:26][CH:27]=[CH:28][CH:29]=1.[C:47]1([CH3:2])[C:41]([S:37]([OH:40])(=[O:38])=[O:39])=[CH:42][CH:43]=[CH:44][CH:46]=1.[F:35][C:2]([F:1])([F:34])[C:3]1[CH:29]=[C:28]([C:30]([F:32])([F:33])[F:31])[CH:27]=[CH:26][C:4]=1[CH2:5][N:6]1[CH2:7][CH2:8][CH:9](/[CH:12]=[C:13]2/[C:14]([NH:19][CH2:20][CH2:21][O:22][CH2:23][CH2:24][OH:25])=[N:15][C:16](=[O:18])[S:17]/2)[CH2:10][CH2:11]1. The catalyst class is: 13. (2) Reactant: [H-].[Na+].[CH:3]1([OH:8])[CH2:7][CH2:6][CH2:5][CH2:4]1.Cl[CH2:10][C:11]([N:13]1[CH2:34][CH2:33][C:16]2([C:20](=[O:21])[N:19]([C:22]3[CH:27]=[CH:26][C:25]([O:28][C:29]([F:32])([F:31])[F:30])=[CH:24][CH:23]=3)[CH2:18][CH2:17]2)[CH2:15][CH2:14]1)=[O:12]. Product: [CH:3]1([O:8][CH2:10][C:11]([N:13]2[CH2:14][CH2:15][C:16]3([C:20](=[O:21])[N:19]([C:22]4[CH:27]=[CH:26][C:25]([O:28][C:29]([F:30])([F:31])[F:32])=[CH:24][CH:23]=4)[CH2:18][CH2:17]3)[CH2:33][CH2:34]2)=[O:12])[CH2:7][CH2:6][CH2:5][CH2:4]1. The catalyst class is: 396. (3) Reactant: [CH2:1]([O:8][C@H:9]1[CH2:13][N:12]([C:14]2[CH:19]=[CH:18][C:17]([Br:20])=[CH:16][CH:15]=2)[C@H:11]([CH2:21]C#N)[CH2:10]1)[C:2]1[CH:7]=[CH:6][CH:5]=[CH:4][CH:3]=1.[CH3:24][S:25](Cl)(=[O:27])=[O:26].[OH2:29]. Product: [CH3:24][S:25]([O:27][CH2:21][C@@H:11]1[CH2:10][C@@H:9]([O:8][CH2:1][C:2]2[CH:7]=[CH:6][CH:5]=[CH:4][CH:3]=2)[CH2:13][N:12]1[C:14]1[CH:19]=[CH:18][C:17]([Br:20])=[CH:16][CH:15]=1)(=[O:29])=[O:26]. The catalyst class is: 4.